Predict the reactants needed to synthesize the given product. From a dataset of Full USPTO retrosynthesis dataset with 1.9M reactions from patents (1976-2016). Given the product [CH2:1]([O:3][C:4](=[O:15])[NH:5][CH2:6][CH2:7][C:8]1[CH:9]=[CH:10][C:11]([O:14][C:17]2[CH:24]=[CH:23][C:20]([C:21]#[N:22])=[CH:19][CH:18]=2)=[CH:12][CH:13]=1)[CH3:2], predict the reactants needed to synthesize it. The reactants are: [CH2:1]([O:3][C:4](=[O:15])[NH:5][CH2:6][CH2:7][C:8]1[CH:13]=[CH:12][C:11]([OH:14])=[CH:10][CH:9]=1)[CH3:2].F[C:17]1[CH:24]=[CH:23][C:20]([C:21]#[N:22])=[CH:19][CH:18]=1.C(=O)([O-])[O-].[Cs+].[Cs+].